This data is from NCI-60 drug combinations with 297,098 pairs across 59 cell lines. The task is: Regression. Given two drug SMILES strings and cell line genomic features, predict the synergy score measuring deviation from expected non-interaction effect. (1) Drug 1: CC(C)NC(=O)C1=CC=C(C=C1)CNNC.Cl. Drug 2: C1C(C(OC1N2C=NC(=NC2=O)N)CO)O. Cell line: SW-620. Synergy scores: CSS=17.6, Synergy_ZIP=-5.05, Synergy_Bliss=-4.26, Synergy_Loewe=1.79, Synergy_HSA=2.41. (2) Drug 1: CNC(=O)C1=CC=CC=C1SC2=CC3=C(C=C2)C(=NN3)C=CC4=CC=CC=N4. Drug 2: CC1=C(C=C(C=C1)NC2=NC=CC(=N2)N(C)C3=CC4=NN(C(=C4C=C3)C)C)S(=O)(=O)N.Cl. Cell line: SF-295. Synergy scores: CSS=10.9, Synergy_ZIP=-3.49, Synergy_Bliss=0.563, Synergy_Loewe=2.32, Synergy_HSA=2.07. (3) Drug 1: CCC1(CC2CC(C3=C(CCN(C2)C1)C4=CC=CC=C4N3)(C5=C(C=C6C(=C5)C78CCN9C7C(C=CC9)(C(C(C8N6C=O)(C(=O)OC)O)OC(=O)C)CC)OC)C(=O)OC)O.OS(=O)(=O)O. Drug 2: C1C(C(OC1N2C=NC3=C2NC=NCC3O)CO)O. Cell line: HCC-2998. Synergy scores: CSS=18.1, Synergy_ZIP=-1.08, Synergy_Bliss=1.03, Synergy_Loewe=-48.3, Synergy_HSA=-2.82. (4) Drug 1: CN(C)N=NC1=C(NC=N1)C(=O)N. Drug 2: C1=NC2=C(N1)C(=S)N=C(N2)N. Cell line: HT29. Synergy scores: CSS=48.2, Synergy_ZIP=3.94, Synergy_Bliss=3.37, Synergy_Loewe=-13.1, Synergy_HSA=4.59. (5) Drug 1: C1=NC(=NC(=O)N1C2C(C(C(O2)CO)O)O)N. Drug 2: CC(C)NC(=O)C1=CC=C(C=C1)CNNC.Cl. Cell line: NCI-H460. Synergy scores: CSS=70.0, Synergy_ZIP=-2.46, Synergy_Bliss=-1.42, Synergy_Loewe=-29.8, Synergy_HSA=-1.32. (6) Drug 1: CC1=C(C(=O)C2=C(C1=O)N3CC4C(C3(C2COC(=O)N)OC)N4)N. Drug 2: CC1C(C(CC(O1)OC2CC(CC3=C2C(=C4C(=C3O)C(=O)C5=CC=CC=C5C4=O)O)(C(=O)C)O)N)O. Cell line: UO-31. Synergy scores: CSS=54.4, Synergy_ZIP=-3.05, Synergy_Bliss=1.96, Synergy_Loewe=3.69, Synergy_HSA=4.38. (7) Drug 1: COC1=NC(=NC2=C1N=CN2C3C(C(C(O3)CO)O)O)N. Drug 2: COC1=C2C(=CC3=C1OC=C3)C=CC(=O)O2. Cell line: KM12. Synergy scores: CSS=5.84, Synergy_ZIP=-0.925, Synergy_Bliss=1.67, Synergy_Loewe=2.53, Synergy_HSA=2.89.